Dataset: Forward reaction prediction with 1.9M reactions from USPTO patents (1976-2016). Task: Predict the product of the given reaction. (1) Given the reactants [CH3:1][O:2][C:3]1[C:12]([NH:13][C:14](=[O:18])OCC)=[N:11][C:10]2[C:5](=[CH:6][CH:7]=[C:8]([O:19][CH3:20])[CH:9]=2)[N:4]=1.[N+:21]([C:24]1[CH:29]=[CH:28][C:27]([N:30]2[CH2:35][CH2:34][NH:33][CH2:32][CH2:31]2)=[CH:26][CH:25]=1)([O-:23])=[O:22], predict the reaction product. The product is: [CH3:1][O:2][C:3]1[C:12]([NH:13][C:14]([N:33]2[CH2:34][CH2:35][N:30]([C:27]3[CH:26]=[CH:25][C:24]([N+:21]([O-:23])=[O:22])=[CH:29][CH:28]=3)[CH2:31][CH2:32]2)=[O:18])=[N:11][C:10]2[C:5](=[CH:6][CH:7]=[C:8]([O:19][CH3:20])[CH:9]=2)[N:4]=1. (2) Given the reactants [F:1][CH:2]([F:31])[N:3]1[CH:7]=[C:6]([NH:8][C:9]2[N:14]=[CH:13][N:12]=[C:11]([C:15]3[CH:16]=[CH:17][C:18]([O:23][C@H:24]4[CH2:29][CH2:28][NH:27][CH2:26][C@H:25]4[F:30])=[C:19]([CH:22]=3)[C:20]#[N:21])[N:10]=2)[CH:5]=[N:4]1.[OH:32][CH2:33][C:34](O)=[O:35].CN(C(ON1N=NC2C=CC=NC1=2)=[N+](C)C)C.F[P-](F)(F)(F)(F)F.CCN(C(C)C)C(C)C, predict the reaction product. The product is: [F:31][CH:2]([F:1])[N:3]1[CH:7]=[C:6]([NH:8][C:9]2[N:14]=[CH:13][N:12]=[C:11]([C:15]3[CH:16]=[CH:17][C:18]([O:23][C@H:24]4[CH2:29][CH2:28][N:27]([C:33](=[O:32])[CH2:34][OH:35])[CH2:26][C@H:25]4[F:30])=[C:19]([CH:22]=3)[C:20]#[N:21])[N:10]=2)[CH:5]=[N:4]1. (3) Given the reactants [CH3:1][CH:2]([CH2:5][CH3:6])[CH2:3][OH:4].[C:7](O)(=[O:19])[CH2:8][CH2:9][CH2:10][CH2:11][CH2:12][CH2:13][CH2:14][CH2:15][CH2:16][CH2:17][CH3:18], predict the reaction product. The product is: [C:7]([O:4][CH2:3][CH:2]([CH3:1])[CH2:5][CH3:6])(=[O:19])[CH2:8][CH2:9][CH2:10][CH2:11][CH2:12][CH2:13][CH2:14][CH2:15][CH2:16][CH2:17][CH3:18]. (4) Given the reactants [Cl:1][C:2]1[CH:10]=[CH:9][C:5]2[NH:6][N:7]=[N:8][C:4]=2[C:3]=1[O:11][C:12]1[CH:13]=[C:14]([C:20]#[N:21])[CH:15]=[C:16]([CH:19]=1)[C:17]#[N:18].ClC1C=C(C=C(OC2C3N=NNC=3C=CC=2Cl)C=1)C#N.Br[CH2:43][C:44]1[C:52]2[C:47](=[N:48][CH:49]=[CH:50][CH:51]=2)[N:46](C(OCCCC)=O)[N:45]=1.C(=O)([O-])[O-].[Cs+].[Cs+], predict the reaction product. The product is: [Cl:1][C:2]1[CH:10]=[CH:9][C:5]2[N:6]([CH2:43][C:44]3[C:52]4[C:47](=[N:48][CH:49]=[CH:50][CH:51]=4)[NH:46][N:45]=3)[N:7]=[N:8][C:4]=2[C:3]=1[O:11][C:12]1[CH:13]=[C:14]([C:20]#[N:21])[CH:15]=[C:16]([CH:19]=1)[C:17]#[N:18].